Dataset: Catalyst prediction with 721,799 reactions and 888 catalyst types from USPTO. Task: Predict which catalyst facilitates the given reaction. Reactant: C([O:8][C:9]([C:11]1[CH:20]=[C:19]([O:21][CH2:22][C:23]2[CH:28]=[CH:27][CH:26]=[CH:25][CH:24]=2)[C:18]2[C:13](=[CH:14][CH:15]=[CH:16][CH:17]=2)[N:12]=1)=[O:10])C1C=CC=CC=1.[Li+].[OH-]. Product: [C:9]([C:11]1[CH:20]=[C:19]([O:21][CH2:22][C:23]2[CH:28]=[CH:27][CH:26]=[CH:25][CH:24]=2)[C:18]2[C:13](=[CH:14][CH:15]=[CH:16][CH:17]=2)[N:12]=1)([OH:10])=[O:8]. The catalyst class is: 1.